Dataset: Retrosynthesis with 50K atom-mapped reactions and 10 reaction types from USPTO. Task: Predict the reactants needed to synthesize the given product. (1) The reactants are: COC(=O)C(=O)Nc1cnc(N2CCC(C(=O)OC)CC2)c(C)c1.NN. Given the product COC(=O)C1CCN(c2ncc(NC(=O)C(=O)NN)cc2C)CC1, predict the reactants needed to synthesize it. (2) Given the product Cc1cc(C=O)c(F)cc1Oc1ccc(Cl)c(C(F)(F)F)c1, predict the reactants needed to synthesize it. The reactants are: Cc1cc(C=O)c(F)cc1F.Oc1ccc(Cl)c(C(F)(F)F)c1. (3) The reactants are: CN1C(=O)CCC1CN.Clc1ncc(Cl)c(Cl)n1. Given the product CN1C(=O)CCC1CNc1nc(Cl)ncc1Cl, predict the reactants needed to synthesize it. (4) Given the product CCC(=O)N[C@H]1CC[C@H](Nc2nc(N3CCOCC3)nc(-n3c(C(F)F)nc4ccccc43)n2)CC1, predict the reactants needed to synthesize it. The reactants are: CCC(=O)O.N[C@H]1CC[C@H](Nc2nc(N3CCOCC3)nc(-n3c(C(F)F)nc4ccccc43)n2)CC1. (5) Given the product Nc1ncnc2c1c(-c1ccc(C(=O)Nc3cc(C(F)(F)F)ccn3)cc1)nn2[C@@H]1CCNC1, predict the reactants needed to synthesize it. The reactants are: CC(C)(C)OC(=O)N1CC[C@@H](n2nc(-c3ccc(C(=O)Nc4cc(C(F)(F)F)ccn4)cc3)c3c(N)ncnc32)C1. (6) Given the product CS(=O)(=O)c1ccnc2c1c(Sc1ccc(Cl)cc1)c1n2CCCC1CC(=O)O, predict the reactants needed to synthesize it. The reactants are: CCOC(=O)CC1CCCn2c1c(Sc1ccc(Cl)cc1)c1c(S(C)(=O)=O)ccnc12. (7) Given the product CC(C)n1ccc(NC(=O)c2cc(Oc3ccc(C(=O)N4CCC4)cc3)cc(O[C@@H](C)CO)c2)n1, predict the reactants needed to synthesize it. The reactants are: CC(C)n1ccc(NC(=O)c2cc(Oc3ccc(C(=O)N4CCC4)cc3Cl)cc(O[C@@H](C)CO)c2)n1. (8) Given the product Fc1ccc(-c2ccc(COC3CCCCO3)cn2)cc1, predict the reactants needed to synthesize it. The reactants are: Clc1ccc(COC2CCCCO2)cn1.Fc1ccc(Br)cc1. (9) Given the product C[C@H]1C(=O)N2C(CN1C(=O)OCc1ccccc1)OC[C@@H]2CC(=O)N1CCC2(CC2)[C@H](O)C1, predict the reactants needed to synthesize it. The reactants are: C[C@H]1C(=O)N2C(CN1C(=O)OCc1ccccc1)OC[C@@H]2CC(=O)O.O[C@@H]1CNCCC12CC2. (10) Given the product COc1cc(N(C(C)=O)c2ccc([C@@H](CC(=O)O)NC(=O)c3ccccc3)cc2)ccc1NC(=O)Nc1ccccc1C, predict the reactants needed to synthesize it. The reactants are: COC(=O)C[C@@H](NC(=O)c1ccccc1)c1ccc(N(C(C)=O)c2ccc(NC(=O)Nc3ccccc3C)c(OC)c2)cc1.